From a dataset of Peptide-MHC class I binding affinity with 185,985 pairs from IEDB/IMGT. Regression. Given a peptide amino acid sequence and an MHC pseudo amino acid sequence, predict their binding affinity value. This is MHC class I binding data. The peptide sequence is VLIAGIILLI. The binding affinity (normalized) is 0.585. The MHC is HLA-A02:01 with pseudo-sequence HLA-A02:01.